Dataset: Reaction yield outcomes from USPTO patents with 853,638 reactions. Task: Predict the reaction yield, written as a fraction of the theoretical maximum amount of product (1.0 means a 100% yield; for example, 0.34 means a 34% yield). (1) The reactants are [OH:1][C:2]1[C:14]2[CH2:13][O:12][C:11](=[O:15])[C:10]=2[C:9]([C:16]2[CH:20]=[CH:19][S:18][CH:17]=2)=[C:8]2[C:3]=1[CH:4]=[C:5]([O:23][CH3:24])[C:6]([O:21][CH3:22])=[CH:7]2.IC.[C:27](=O)([O-])[O-].[K+].[K+].[Cl-].[NH4+]. The catalyst is CN(C)C=O. The product is [CH3:27][O:1][C:2]1[C:14]2[CH2:13][O:12][C:11](=[O:15])[C:10]=2[C:9]([C:16]2[CH:20]=[CH:19][S:18][CH:17]=2)=[C:8]2[C:3]=1[CH:4]=[C:5]([O:23][CH3:24])[C:6]([O:21][CH3:22])=[CH:7]2. The yield is 0.700. (2) The reactants are [Mg].Br[C:3]1[C:8]([CH:9]([CH3:11])[CH3:10])=[CH:7][C:6]([CH:12]([CH3:14])[CH3:13])=[CH:5][C:4]=1[CH:15]([CH3:17])[CH3:16].F[C:19]1[CH:24]=[C:23]([O:25][CH3:26])[CH:22]=[CH:21][C:20]=1[CH3:27].[Li]CCCC.[CH3:33][CH2:34][CH2:35][CH2:36][CH2:37][CH3:38].[I:39]I. The catalyst is [H-].C([Al+]CC(C)C)C(C)C.C1COCC1. The product is [I:39][C:24]1[C:23]([O:25][CH3:26])=[CH:22][CH:21]=[C:20]([CH3:27])[C:19]=1[C:3]1[C:8]([CH:9]([CH3:11])[CH3:10])=[CH:7][C:6]([CH:12]([CH3:14])[CH3:13])=[C:5]([C:35]2[CH:34]=[CH:33][CH:38]=[CH:37][CH:36]=2)[C:4]=1[CH:15]([CH3:17])[CH3:16]. The yield is 0.340. (3) The reactants are [NH2:1][C:2]1[C:3]([C:14]([NH:16][NH2:17])=O)=[N:4][C:5]([C:8]2[CH:9]=[N:10][CH:11]=[CH:12][CH:13]=2)=[CH:6][N:7]=1.Cl.[C:19](N)(=[NH:26])[C:20]1[CH:25]=[CH:24][CH:23]=[CH:22][CH:21]=1.C([O-])C.[Na+]. The catalyst is CN(C=O)C. The product is [C:20]1([C:19]2[NH:26][C:14]([C:3]3[C:2]([NH2:1])=[N:7][CH:6]=[C:5]([C:8]4[CH:9]=[N:10][CH:11]=[CH:12][CH:13]=4)[N:4]=3)=[N:16][N:17]=2)[CH:25]=[CH:24][CH:23]=[CH:22][CH:21]=1. The yield is 0.200.